Predict which catalyst facilitates the given reaction. From a dataset of Catalyst prediction with 721,799 reactions and 888 catalyst types from USPTO. (1) Reactant: [H-].[Al+3].[Li+].[H-].[H-].[H-].[CH2:7]([N:14]1[CH2:18][C@H:17]([CH3:19])[C@H:16]([C:20]#[N:21])[CH2:15]1)[C:8]1[CH:13]=[CH:12][CH:11]=[CH:10][CH:9]=1.C(=O)(O)[O-].[Na+]. Product: [CH2:7]([N:14]1[CH2:18][C@H:17]([CH3:19])[C@H:16]([CH2:20][NH2:21])[CH2:15]1)[C:8]1[CH:13]=[CH:12][CH:11]=[CH:10][CH:9]=1. The catalyst class is: 27. (2) Reactant: Cl.[CH2:2]([O:4][C:5](=[O:24])[CH2:6][C@H:7]([NH:19][C:20](=[O:23])[CH2:21][NH2:22])[C:8]1[CH:13]=[C:12]([C:14]([CH3:17])([CH3:16])[CH3:15])[CH:11]=[C:10]([Br:18])[CH:9]=1)[CH3:3].[C:25]([O-:28])(O)=[O:26].[Na+]. Product: [CH2:2]([O:4][C:5](=[O:24])[CH2:6][C@@H:7]([C:8]1[CH:13]=[C:12]([C:14]([CH3:17])([CH3:16])[CH3:15])[CH:11]=[C:10]([Br:18])[CH:9]=1)[NH:19][C:20](=[O:23])[CH2:21][NH:22][C:25]([O:28][C:8]([CH3:13])([CH3:9])[CH3:7])=[O:26])[CH3:3]. The catalyst class is: 12. (3) Reactant: N1C=CC=CC=1.Cl[C:8]([O:10][C:11]1[CH:16]=[CH:15][C:14]([N+:17]([O-:19])=[O:18])=[CH:13][CH:12]=1)=[O:9].[C:20](=[O:58])([O:50][CH2:51][C:52]1[CH:57]=[CH:56][CH:55]=[CH:54][CH:53]=1)[O:21][C:22]1[C:27]([O:28][CH3:29])=[CH:26][C:25]([C@H:30]2[C@@H:42]3[C:43](=[O:46])[O:44][CH2:45][C@H:41]3[C@H:40]([OH:47])[C:39]3[C:31]2=[CH:32][C:33]2[O:37][CH2:36][O:35][C:34]=2[CH:38]=3)=[CH:24][C:23]=1[O:48][CH3:49].O. Product: [C:8](=[O:9])([O:10][C:11]1[CH:12]=[CH:13][C:14]([N+:17]([O-:19])=[O:18])=[CH:15][CH:16]=1)[O:47][C@H:40]1[C@@H:41]2[CH2:45][O:44][C:43](=[O:46])[C@H:42]2[C@H:30]([C:25]2[CH:24]=[C:23]([O:48][CH3:49])[C:22]([O:21][C:20]([O:50][CH2:51][C:52]3[CH:57]=[CH:56][CH:55]=[CH:54][CH:53]=3)=[O:58])=[C:27]([O:28][CH3:29])[CH:26]=2)[C:31]2[C:39]1=[CH:38][C:34]1[O:35][CH2:36][O:37][C:33]=1[CH:32]=2. The catalyst class is: 4. (4) Reactant: Cl[C:2]1[C:11]2[N:12]=[C:13]([CH2:21][CH2:22][CH3:23])[N:14]([CH2:15][C:16]3([OH:20])[CH2:19][CH2:18][CH2:17]3)[C:10]=2[C:9]2[CH:8]=[CH:7][CH:6]=[CH:5][C:4]=2[N:3]=1.[NH3:24]. Product: [NH2:24][C:2]1[C:11]2[N:12]=[C:13]([CH2:21][CH2:22][CH3:23])[N:14]([CH2:15][C:16]3([OH:20])[CH2:19][CH2:18][CH2:17]3)[C:10]=2[C:9]2[CH:8]=[CH:7][CH:6]=[CH:5][C:4]=2[N:3]=1. The catalyst class is: 5. (5) Reactant: [NH2:1][C:2]1[CH:3]=[N:4][N:5]([CH3:22])[C:6]=1[N:7]1[CH2:13][CH2:12][CH:11]([OH:14])[CH:10]([NH:15][C:16](=[O:21])[C:17]([F:20])([F:19])[F:18])[CH2:9][CH2:8]1.CCN(C(C)C)C(C)C.C1CN([P+](ON2N=NC3C=CC=CC2=3)(N2CCCC2)N2CCCC2)CC1.F[P-](F)(F)(F)(F)F.[C:65]([O:69][C:70]([NH:72][C:73]1[S:77][C:76]([C:78]2[C:83]([F:84])=[CH:82][CH:81]=[CH:80][C:79]=2[F:85])=[N:75][C:74]=1[C:86](O)=[O:87])=[O:71])([CH3:68])([CH3:67])[CH3:66]. Product: [F:85][C:79]1[CH:80]=[CH:81][CH:82]=[C:83]([F:84])[C:78]=1[C:76]1[S:77][C:73]([NH:72][C:70](=[O:71])[O:69][C:65]([CH3:67])([CH3:66])[CH3:68])=[C:74]([C:86](=[O:87])[NH:1][C:2]2[CH:3]=[N:4][N:5]([CH3:22])[C:6]=2[N:7]2[CH2:8][CH2:9][CH:10]([NH:15][C:16](=[O:21])[C:17]([F:20])([F:19])[F:18])[CH:11]([OH:14])[CH2:12][CH2:13]2)[N:75]=1. The catalyst class is: 2. (6) Reactant: [CH3:1][C:2]1[N:7]=[C:6]([C:8]([OH:10])=O)[CH:5]=[CH:4][CH:3]=1.CCN(C(C)C)C(C)C.CN(C(ON1N=NC2C=CC=CC1=2)=[N+](C)C)C.[B-](F)(F)(F)F.[C@@H:42]12[CH2:48][C@@H:47]1[CH2:46][C@@H:45]([CH2:49][NH:50][C:51]1[CH:56]=[CH:55][C:54]([C:57]([F:60])([F:59])[F:58])=[CH:53][N:52]=1)[NH:44][CH2:43]2. Product: [CH3:1][C:2]1[N:7]=[C:6]([C:8]([N:44]2[C@H:45]([CH2:49][NH:50][C:51]3[CH:56]=[CH:55][C:54]([C:57]([F:58])([F:59])[F:60])=[CH:53][N:52]=3)[CH2:46][C@@H:47]3[C@@H:42]([CH2:48]3)[CH2:43]2)=[O:10])[CH:5]=[CH:4][CH:3]=1. The catalyst class is: 31. (7) Reactant: [CH3:1][O:2][C:3](=[O:13])[CH2:4][CH2:5][CH2:6][CH2:7][CH2:8][CH2:9][CH2:10][CH2:11]O.C(Br)(Br)(Br)[Br:15].C1C=CC(P(C2C=CC=CC=2)C2C=CC=CC=2)=CC=1. Product: [CH3:1][O:2][C:3](=[O:13])[CH2:4][CH2:5][CH2:6][CH2:7][CH2:8][CH2:9][CH2:10][CH2:11][Br:15]. The catalyst class is: 2. (8) Reactant: C(OC(=O)[NH:5][C:6]1[CH:11]=[CH:10][C:9]([F:12])=[C:8]([F:13])[C:7]=1[C:14]#[C:15][Si](C)(C)C)C.[OH-].[K+]. Product: [F:13][C:8]1[C:9]([F:12])=[CH:10][CH:11]=[C:6]2[C:7]=1[CH:14]=[CH:15][NH:5]2. The catalyst class is: 218. (9) Reactant: [C:1]([N:4](C(=O)C)[C:5](=[N:8][CH3:9])[S:6][CH3:7])(=[O:3])[CH3:2].C([O-])([O-])=O.[K+].[K+]. Product: [C:1]([NH:4][C:5](=[N:8][CH3:9])[S:6][CH3:7])(=[O:3])[CH3:2]. The catalyst class is: 5.